Dataset: Full USPTO retrosynthesis dataset with 1.9M reactions from patents (1976-2016). Task: Predict the reactants needed to synthesize the given product. (1) Given the product [Cl:1][C:2]1[CH:3]=[C:4]([NH:17][C:18]2[C:27]3[C:22](=[CH:23][CH:24]=[C:25]([C:28](=[N:40][O:39][CH2:38][CH2:37][OH:36])[C:29]#[C:30][CH3:31])[CH:26]=3)[N:21]=[CH:20][N:19]=2)[CH:5]=[CH:6][C:7]=1[O:8][CH2:9][C:10]1[CH:15]=[CH:14][CH:13]=[C:12]([F:16])[CH:11]=1, predict the reactants needed to synthesize it. The reactants are: [Cl:1][C:2]1[CH:3]=[C:4]([NH:17][C:18]2[C:27]3[C:22](=[CH:23][CH:24]=[C:25]([C:28](=O)[C:29]#[C:30][CH3:31])[CH:26]=3)[N:21]=[CH:20][N:19]=2)[CH:5]=[CH:6][C:7]=1[O:8][CH2:9][C:10]1[CH:15]=[CH:14][CH:13]=[C:12]([F:16])[CH:11]=1.C([O:36][CH2:37][CH2:38][O:39][NH2:40])(=O)C.CS(O)(=O)=O.C(=O)([O-])O.[Na+]. (2) Given the product [F:25][C:26]1[CH:27]=[C:28]([CH:31]=[CH:32][CH:33]=1)/[CH:29]=[C:9](\[CH2:15][C:16]([O:18][C:19]([CH3:20])([CH3:21])[CH3:22])=[O:17])/[C:10]([O:12][CH2:13][CH3:14])=[O:11], predict the reactants needed to synthesize it. The reactants are: C(OP([CH:9]([CH2:15][C:16]([O:18][C:19]([CH3:22])([CH3:21])[CH3:20])=[O:17])[C:10]([O:12][CH2:13][CH3:14])=[O:11])(OCC)=O)C.[H-].[Na+].[F:25][C:26]1[CH:27]=[C:28]([CH:31]=[CH:32][CH:33]=1)[CH:29]=O. (3) The reactants are: [F:1][C:2]([F:35])([F:34])[C:3]1[CH:29]=[C:28]([C:30]([F:33])([F:32])[F:31])[CH:27]=[CH:26][C:4]=1[CH2:5][N:6]1[CH2:11][CH2:10][CH:9](/[CH:12]=[C:13]2/[C:14]([NH:19][CH2:20][CH2:21][O:22][CH2:23][CH2:24][OH:25])=[N:15][C:16](=[O:18])[S:17]/2)[CH2:8][CH2:7]1.[ClH:36].C(OCC)(=O)C. Given the product [ClH:36].[F:35][C:2]([F:1])([F:34])[C:3]1[CH:29]=[C:28]([C:30]([F:32])([F:33])[F:31])[CH:27]=[CH:26][C:4]=1[CH2:5][N:6]1[CH2:7][CH2:8][CH:9](/[CH:12]=[C:13]2/[C:14]([NH:19][CH2:20][CH2:21][O:22][CH2:23][CH2:24][OH:25])=[N:15][C:16](=[O:18])[S:17]/2)[CH2:10][CH2:11]1, predict the reactants needed to synthesize it. (4) The reactants are: [CH3:1][O:2][C:3](=[O:18])[C:4]1[CH:9]=[C:8]([N+:10]([O-])=O)[CH:7]=[C:6]([NH:13][S:14]([CH3:17])(=[O:16])=[O:15])[CH:5]=1. Given the product [CH3:1][O:2][C:3](=[O:18])[C:4]1[CH:5]=[C:6]([NH:13][S:14]([CH3:17])(=[O:15])=[O:16])[CH:7]=[C:8]([NH2:10])[CH:9]=1, predict the reactants needed to synthesize it. (5) Given the product [CH3:1][C:2]1[C:6]([CH2:7][N:8]2[CH:12]=[C:11]([N:13]3[C:17](=[O:18])[CH2:16][N:15]([CH2:22][C:23]4[CH:28]=[CH:27][C:26]([O:29][CH3:30])=[CH:25][CH:24]=4)[C:14]3=[O:19])[CH:10]=[N:9]2)=[C:5]([CH3:20])[O:4][N:3]=1, predict the reactants needed to synthesize it. The reactants are: [CH3:1][C:2]1[C:6]([CH2:7][N:8]2[CH:12]=[C:11]([N:13]3[C:17](=[O:18])[CH2:16][NH:15][C:14]3=[O:19])[CH:10]=[N:9]2)=[C:5]([CH3:20])[O:4][N:3]=1.Br[CH2:22][C:23]1[CH:28]=[CH:27][C:26]([O:29][CH3:30])=[CH:25][CH:24]=1. (6) Given the product [C:1]([O:5][C:6](=[O:16])[NH:7][C:8]1[S:9][C:10]([C:26]2[CH:25]=[N:24][C:23]([N:17]3[CH2:18][CH2:19][CH2:20][CH2:21][CH2:22]3)=[CH:28][CH:27]=2)=[CH:11][C:12]=1[C:13]#[N:14])([CH3:4])([CH3:3])[CH3:2], predict the reactants needed to synthesize it. The reactants are: [C:1]([O:5][C:6](=[O:16])[NH:7][C:8]1[S:9][C:10](I)=[CH:11][C:12]=1[C:13]#[N:14])([CH3:4])([CH3:3])[CH3:2].[N:17]1([C:23]2[CH:28]=[CH:27][C:26](B3OC(C)(C)C(C)(C)O3)=[CH:25][N:24]=2)[CH2:22][CH2:21][CH2:20][CH2:19][CH2:18]1. (7) Given the product [Br:14][CH2:15][CH2:16][CH2:17][CH2:18][CH2:19][C:20]([C:9]1[CH:8]=[C:7]2[C:12]3=[C:11]([CH2:1][C:2](=[O:13])[N:3]3[CH2:4][CH2:5][CH2:6]2)[CH:10]=1)=[O:21], predict the reactants needed to synthesize it. The reactants are: [CH2:1]1[C:11]2=[C:12]3[C:7](=[CH:8][CH:9]=[CH:10]2)[CH2:6][CH2:5][CH2:4][N:3]3[C:2]1=[O:13].[Br:14][CH2:15][CH2:16][CH2:17][CH2:18][CH2:19][C:20](Cl)=[O:21]. (8) Given the product [CH2:1]([N:8]1[CH:12]=[CH:11][N:10]=[N:9]1)[C:2]1[CH:7]=[CH:6][CH:5]=[CH:4][CH:3]=1, predict the reactants needed to synthesize it. The reactants are: [CH2:1]([N:8]=[N+:9]=[N-:10])[C:2]1[CH:7]=[CH:6][CH:5]=[CH:4][CH:3]=1.[C:11](OC=C)(=O)[CH3:12]. (9) Given the product [F:31][C:19]1[CH:20]=[C:21]([N:24]2[CH:29]=[CH:28][CH:27]=[CH:26][C:25]2=[O:30])[CH:22]=[CH:23][C:18]=1[NH:17][C:16]([C@H:15]1[C:14]2[CH:13]=[N:12][N:11]([CH3:33])[C:10]=2[CH2:9][NH:8]1)=[O:32], predict the reactants needed to synthesize it. The reactants are: C(OC([N:8]1[C@@H:15]([C:16](=[O:32])[NH:17][C:18]2[CH:23]=[CH:22][C:21]([N:24]3[CH:29]=[CH:28][CH:27]=[CH:26][C:25]3=[O:30])=[CH:20][C:19]=2[F:31])[C:14]2[CH:13]=[N:12][N:11]([CH3:33])[C:10]=2[CH2:9]1)=O)(C)(C)C.CCOC(C)=O. (10) Given the product [CH:14]([N:27]1[CH2:30][CH:29]([O:31][C:4]2[CH:5]=[CH:6][C:1]([C:7]3[CH:12]=[CH:11][CH:10]=[CH:9][CH:8]=3)=[CH:2][CH:3]=2)[CH2:28]1)([C:21]1[CH:26]=[CH:25][CH:24]=[CH:23][CH:22]=1)[C:15]1[CH:16]=[CH:17][CH:18]=[CH:19][CH:20]=1, predict the reactants needed to synthesize it. The reactants are: [C:1]1([C:7]2(O)[CH:12]=[CH:11][CH:10]=[CH:9][CH2:8]2)[CH:6]=[CH:5][CH:4]=[CH:3][CH:2]=1.[CH:14]([N:27]1[CH2:30][CH:29]([OH:31])[CH2:28]1)([C:21]1[CH:26]=[CH:25][CH:24]=[CH:23][CH:22]=1)[C:15]1[CH:20]=[CH:19][CH:18]=[CH:17][CH:16]=1.C1(P(C2C=CC=CC=2)C2C=CC=CC=2)C=CC=CC=1.N(C(OC(C)C)=O)=NC(OC(C)C)=O.